This data is from Catalyst prediction with 721,799 reactions and 888 catalyst types from USPTO. The task is: Predict which catalyst facilitates the given reaction. (1) Reactant: [C:1]([O:5][C:6]([N:8]([CH2:26][C:27]([O:29][C:30]([CH3:33])([CH3:32])[CH3:31])=[O:28])[C:9]1[CH:14]=[CH:13][CH:12]=[C:11]([CH2:15][NH:16][S:17]([C:20]2[CH:21]=[N:22][CH:23]=[CH:24][CH:25]=2)(=[O:19])=[O:18])[N:10]=1)=[O:7])([CH3:4])([CH3:3])[CH3:2].[CH3:34][C:35]([C:41]1[S:45][C:44]([CH2:46]O)=[CH:43][CH:42]=1)([CH3:40])[CH2:36][CH2:37][CH2:38][CH3:39].C(P(CCCC)CCCC)CCC.CN(C)C(N=NC(N(C)C)=O)=O. Product: [C:1]([O:5][C:6]([N:8]([CH2:26][C:27]([O:29][C:30]([CH3:33])([CH3:32])[CH3:31])=[O:28])[C:9]1[CH:14]=[CH:13][CH:12]=[C:11]([CH:15]([CH2:46][C:44]2[S:45][C:41]([C:35]([CH3:34])([CH3:40])[CH2:36][CH2:37][CH2:38][CH3:39])=[CH:42][CH:43]=2)[NH:16][S:17]([C:20]2[CH:21]=[N:22][CH:23]=[CH:24][CH:25]=2)(=[O:19])=[O:18])[N:10]=1)=[O:7])([CH3:4])([CH3:3])[CH3:2]. The catalyst class is: 132. (2) Reactant: C[O:2][C:3]1[CH:8]=[CH:7][C:6]([N:9]2[CH2:14][CH2:13][N:12]([C:15]3[CH:20]=[CH:19][C:18]([N:21]4[C:25](=[O:26])[N:24]([CH2:27][CH2:28][CH2:29][CH2:30][CH3:31])[N:23]=[CH:22]4)=[CH:17][CH:16]=3)[CH2:11][CH2:10]2)=[CH:5][CH:4]=1. Product: [OH:2][C:3]1[CH:8]=[CH:7][C:6]([N:9]2[CH2:10][CH2:11][N:12]([C:15]3[CH:16]=[CH:17][C:18]([N:21]4[C:25](=[O:26])[N:24]([CH2:27][CH2:28][CH2:29][CH2:30][CH3:31])[N:23]=[CH:22]4)=[CH:19][CH:20]=3)[CH2:13][CH2:14]2)=[CH:5][CH:4]=1. The catalyst class is: 201.